From a dataset of Forward reaction prediction with 1.9M reactions from USPTO patents (1976-2016). Predict the product of the given reaction. (1) Given the reactants [Cl:1][C:2]1[CH:7]=[CH:6][C:5]([C@H:8]2[N:15]3[C:11]([S:12][C:13]([C:19]([OH:21])=O)=[C:14]3[CH:16]([CH3:18])[CH3:17])=[N:10][C@:9]2([C:23]2[CH:28]=[CH:27][C:26]([Cl:29])=[CH:25][CH:24]=2)[CH3:22])=[CH:4][CH:3]=1.[NH:30]1[CH2:34][CH2:33][CH2:32][CH2:31]1, predict the reaction product. The product is: [Cl:1][C:2]1[CH:3]=[CH:4][C:5]([C@H:8]2[N:15]3[C:11]([S:12][C:13]([C:19]([N:30]4[CH2:34][CH2:33][CH2:32][CH2:31]4)=[O:21])=[C:14]3[CH:16]([CH3:18])[CH3:17])=[N:10][C@:9]2([C:23]2[CH:28]=[CH:27][C:26]([Cl:29])=[CH:25][CH:24]=2)[CH3:22])=[CH:6][CH:7]=1. (2) Given the reactants ClC1C=C([CH2:9][S:10](NC2N=NC(SCCC)=CC=2OC)(=O)=O)C=C(Cl)C=1.Br[C:27]1[N:28]=[C:29]([OH:45])[C:30]([NH:33][S:34]([C:37]2[CH:42]=[C:41]([Cl:43])[CH:40]=[C:39]([Cl:44])[CH:38]=2)(=[O:36])=[O:35])=[N:31][CH:32]=1.Cl[C:47]1N=NC(NS(CC2C=C(Cl)C=C(Cl)C=2)(=O)=O)=C(OC)C=1.C[S-].[Na+].C(S)CC, predict the reaction product. The product is: [Cl:44][C:39]1[CH:38]=[C:37]([S:34]([NH:33][C:30]2[C:29]([O:45][CH3:47])=[N:28][C:27]([S:10][CH3:9])=[CH:32][N:31]=2)(=[O:36])=[O:35])[CH:42]=[C:41]([Cl:43])[CH:40]=1. (3) Given the reactants [CH:1]1([CH2:6][CH:7]([N:11]2[C:16](=[O:17])[CH:15]=[C:14]([CH2:18][C:19]3[CH:24]=[CH:23][CH:22]=[C:21]([C:25]([F:28])([F:27])[F:26])[CH:20]=3)[CH:13]=[N:12]2)[C:8]([OH:10])=O)[CH2:5][CH2:4][CH2:3][CH2:2]1.[NH2:29][C:30]1[CH:34]=[CH:33][N:32]([CH2:35][C:36]([CH3:39])([OH:38])[CH3:37])[N:31]=1, predict the reaction product. The product is: [CH:1]1([CH2:6][CH:7]([N:11]2[C:16](=[O:17])[CH:15]=[C:14]([CH2:18][C:19]3[CH:24]=[CH:23][CH:22]=[C:21]([C:25]([F:28])([F:26])[F:27])[CH:20]=3)[CH:13]=[N:12]2)[C:8]([NH:29][C:30]2[CH:34]=[CH:33][N:32]([CH2:35][C:36]([OH:38])([CH3:37])[CH3:39])[N:31]=2)=[O:10])[CH2:2][CH2:3][CH2:4][CH2:5]1. (4) Given the reactants [CH:1]([CH:4]1[NH:9][CH2:8][CH2:7][N:6]([C:10]([O:12][CH2:13][C:14]2[CH:19]=[CH:18][CH:17]=[CH:16][CH:15]=2)=[O:11])[CH2:5]1)([CH3:3])[CH3:2].[C:20]([N:22]=[C:23](OC1C=CC=CC=1)[NH:24][C:25]1[CH:30]=[CH:29][CH:28]=[CH:27][C:26]=1[CH3:31])#[N:21], predict the reaction product. The product is: [C:20]([N:22]=[C:23]([N:9]1[CH2:8][CH2:7][N:6]([C:10]([O:12][CH2:13][C:14]2[CH:15]=[CH:16][CH:17]=[CH:18][CH:19]=2)=[O:11])[CH2:5][CH:4]1[CH:1]([CH3:3])[CH3:2])[NH:24][C:25]1[CH:30]=[CH:29][CH:28]=[CH:27][C:26]=1[CH3:31])#[N:21]. (5) Given the reactants [C:1]12([CH2:11][C:12]([OH:14])=O)[CH2:10][CH:5]3[CH2:6][CH:7]([CH2:9][CH:3]([CH2:4]3)[CH2:2]1)[CH2:8]2.C(Cl)(=O)C(Cl)=O.[NH2:21][C:22]1[CH:31]=[CH:30][CH:29]=[C:28]2[C:23]=1[CH:24]=[CH:25][CH:26]=[N:27]2.C(N(CC)CC)C, predict the reaction product. The product is: [C:1]12([CH2:11][C:12]([NH:21][C:22]3[CH:31]=[CH:30][CH:29]=[C:28]4[C:23]=3[CH:24]=[CH:25][CH:26]=[N:27]4)=[O:14])[CH2:10][CH:5]3[CH2:4][CH:3]([CH2:9][CH:7]([CH2:6]3)[CH2:8]1)[CH2:2]2.